Dataset: Catalyst prediction with 721,799 reactions and 888 catalyst types from USPTO. Task: Predict which catalyst facilitates the given reaction. Reactant: [CH:1]1([N:4]2[CH2:9][CH2:8][N:7]([C:10]3[O:11][C:12]4[CH:18]=[CH:17][C:16]([C:19]([OH:21])=O)=[CH:15][C:13]=4[N:14]=3)[CH2:6][CH2:5]2)[CH2:3][CH2:2]1.[NH:22]1[CH2:26][CH2:25][CH2:24][CH2:23]1.C(N(C(C)C)CC)(C)C.C1CN([P+](ON2N=NC3C=CC=CC2=3)(N2CCCC2)N2CCCC2)CC1.F[P-](F)(F)(F)(F)F. Product: [CH:1]1([N:4]2[CH2:9][CH2:8][N:7]([C:10]3[O:11][C:12]4[CH:18]=[CH:17][C:16]([C:19]([N:22]5[CH2:26][CH2:25][CH2:24][CH2:23]5)=[O:21])=[CH:15][C:13]=4[N:14]=3)[CH2:6][CH2:5]2)[CH2:3][CH2:2]1. The catalyst class is: 20.